Predict the reactants needed to synthesize the given product. From a dataset of Full USPTO retrosynthesis dataset with 1.9M reactions from patents (1976-2016). (1) Given the product [F:41][C:38]1[CH:39]=[CH:40][C:35]([C@H:33]([OH:34])[CH2:32][CH2:31][C:30]([O:29][CH3:28])=[O:44])=[CH:36][C:37]=1[CH3:42], predict the reactants needed to synthesize it. The reactants are: B.C1COCC1.B1(C)OC(C2C=CC=CC=2)(C2C=CC=CC=2)[C@H]2N1CCC2.[CH3:28][O:29][C:30](=[O:44])[CH:31](C)[CH2:32][C:33]([C:35]1[CH:40]=[CH:39][C:38]([F:41])=[C:37]([CH3:42])[CH:36]=1)=[O:34].[Cl-].[NH4+]. (2) Given the product [C:1]([N:5]1[C:12]2[CH2:11][CH2:10][CH:9]([CH2:6][CH2:7][CH3:8])[CH2:14][C:13]=2/[C:25](=[N:24]/[C:22](=[O:23])[C:21]2[CH:27]=[C:17]([Cl:16])[CH:18]=[CH:19][C:20]=2[O:28][CH3:29])/[S:26]1)([CH3:4])([CH3:3])[CH3:2], predict the reactants needed to synthesize it. The reactants are: [C:1]([NH2:5])([CH3:4])([CH3:3])[CH3:2].[CH2:6]([CH:9]1[CH2:14][CH2:13][C:12](=O)[CH2:11][CH2:10]1)[CH2:7][CH3:8].[Cl:16][C:17]1[CH:18]=[CH:19][C:20]([O:28][CH3:29])=[C:21]([CH:27]=1)[C:22]([N:24]=[C:25]=[S:26])=[O:23].II.C(=O)(O)[O-].[Na+]. (3) Given the product [C:22]1([O:28][C:29](=[O:30])[NH:10][C:8]2[N:7]=[CH:6][N:5]([CH:1]3[CH2:4][CH2:3][CH2:2]3)[CH:9]=2)[CH:27]=[CH:26][CH:25]=[CH:24][CH:23]=1, predict the reactants needed to synthesize it. The reactants are: [CH:1]1([N:5]2[CH:9]=[C:8]([N+:10]([O-])=O)[N:7]=[CH:6]2)[CH2:4][CH2:3][CH2:2]1.C(N(C(C)C)CC)(C)C.[C:22]1([O:28][C:29](Cl)=[O:30])[CH:27]=[CH:26][CH:25]=[CH:24][CH:23]=1.C(O)(=O)C. (4) Given the product [Cl:8][C:5]1[CH:6]=[CH:7][C:2]([NH:1][S:28]([C:25]2[CH:26]=[CH:27][C:22]([C:21]3[O:17][CH:18]=[N:19][CH:20]=3)=[CH:23][CH:24]=2)(=[O:29])=[O:30])=[C:3]([C:9]([C:11]2[CH:12]=[N:13][CH:14]=[CH:15][CH:16]=2)=[O:10])[CH:4]=1, predict the reactants needed to synthesize it. The reactants are: [NH2:1][C:2]1[CH:7]=[CH:6][C:5]([Cl:8])=[CH:4][C:3]=1[C:9]([C:11]1[CH:12]=[N:13][CH:14]=[CH:15][CH:16]=1)=[O:10].[O:17]1[C:21]([C:22]2[CH:27]=[CH:26][C:25]([S:28](Cl)(=[O:30])=[O:29])=[CH:24][CH:23]=2)=[CH:20][N:19]=[CH:18]1. (5) Given the product [C:46]([O:45][C:44](=[O:50])[NH:43][C@H:40]1[CH2:39][CH2:38][C@@H:37]([NH:36][C:33]([C:21]2[C:17]3[N:18]=[CH:19][N:20]=[C:15]([C:7]4[CH:8]=[C:9]([CH:12]([CH3:14])[CH3:13])[CH:10]=[CH:11][C:6]=4[O:5][CH2:4][CH:1]4[CH2:2][CH2:3]4)[C:16]=3[N:23]([CH2:24][O:25][CH2:26][CH2:27][Si:28]([CH3:30])([CH3:31])[CH3:29])[C:22]=2[CH3:32])=[O:34])[CH2:42][CH2:41]1)([CH3:49])([CH3:47])[CH3:48], predict the reactants needed to synthesize it. The reactants are: [CH:1]1([CH2:4][O:5][C:6]2[CH:11]=[CH:10][C:9]([CH:12]([CH3:14])[CH3:13])=[CH:8][C:7]=2[C:15]2[C:16]3[N:23]([CH2:24][O:25][CH2:26][CH2:27][Si:28]([CH3:31])([CH3:30])[CH3:29])[C:22]([CH3:32])=[C:21]([C:33](O)=[O:34])[C:17]=3[N:18]=[CH:19][N:20]=2)[CH2:3][CH2:2]1.[NH2:36][C@@H:37]1[CH2:42][CH2:41][C@H:40]([NH:43][C:44](=[O:50])[O:45][C:46]([CH3:49])([CH3:48])[CH3:47])[CH2:39][CH2:38]1. (6) Given the product [ClH:24].[CH3:22][CH:18]1[O:19][CH2:20][CH2:21][N:16]([C:12]2[CH:11]=[C:10]([C@@H:8]([NH2:7])[CH3:9])[CH:15]=[CH:14][CH:13]=2)[CH2:17]1, predict the reactants needed to synthesize it. The reactants are: C(OC(=O)[NH:7][C@H:8]([C:10]1[CH:15]=[CH:14][CH:13]=[C:12]([N:16]2[CH2:21][CH2:20][O:19][CH:18]([CH3:22])[CH2:17]2)[CH:11]=1)[CH3:9])(C)(C)C.[ClH:24]. (7) Given the product [CH2:31]([N:38]([CH2:29][C:17]1[C:16]([Cl:15])=[N:21][C:20]([N:22]2[CH2:27][CH2:26][O:25][CH2:24][C@H:23]2[CH3:28])=[CH:19][N:18]=1)[CH2:39][CH2:40][OH:41])[C:32]1[CH:37]=[CH:36][CH:35]=[CH:34][CH:33]=1, predict the reactants needed to synthesize it. The reactants are: C(O[BH-](OC(=O)C)OC(=O)C)(=O)C.[Na+].[Cl:15][C:16]1[C:17]([CH:29]=O)=[N:18][CH:19]=[C:20]([N:22]2[CH2:27][CH2:26][O:25][CH2:24][C@H:23]2[CH3:28])[N:21]=1.[CH2:31]([NH:38][CH2:39][CH2:40][OH:41])[C:32]1[CH:37]=[CH:36][CH:35]=[CH:34][CH:33]=1.C(=O)([O-])O.[Na+].